This data is from Full USPTO retrosynthesis dataset with 1.9M reactions from patents (1976-2016). The task is: Predict the reactants needed to synthesize the given product. (1) Given the product [C:5]([C:4]1[CH:7]=[CH:8][C:9]([CH:11]([OH:12])[CH2:13][N:21]2[CH2:20][CH2:19][N:18]([C:22]([O:24][C:25]([CH3:26])([CH3:27])[CH3:28])=[O:23])[CH2:17][C@H:16]2[CH2:15][OH:14])=[CH:10][C:3]=1[O:2][CH3:1])#[N:6], predict the reactants needed to synthesize it. The reactants are: [CH3:1][O:2][C:3]1[CH:10]=[C:9]([CH:11]2[CH2:13][O:12]2)[CH:8]=[CH:7][C:4]=1[C:5]#[N:6].[OH:14][CH2:15][C@H:16]1[NH:21][CH2:20][CH2:19][N:18]([C:22]([O:24][C:25]([CH3:28])([CH3:27])[CH3:26])=[O:23])[CH2:17]1. (2) Given the product [OH:15][C:12]1([C:35]2[CH:40]=[CH:39][CH:38]=[CH:37][CH:36]=2)[CH2:13][CH2:14][C:9]([C:16]([NH:18][S:19](=[O:34])(=[O:33])[O:20][C:21]2[C:26]([CH:27]([CH3:28])[CH3:29])=[CH:25][CH:24]=[CH:23][C:22]=2[CH:30]([CH3:32])[CH3:31])=[O:17])([C:5]2[CH:6]=[CH:7][CH:8]=[C:3]([O:2][CH3:1])[CH:4]=2)[CH2:10][CH2:11]1, predict the reactants needed to synthesize it. The reactants are: [CH3:1][O:2][C:3]1[CH:4]=[C:5]([C:9]2([C:16]([NH:18][S:19](=[O:34])(=[O:33])[O:20][C:21]3[C:26]([CH:27]([CH3:29])[CH3:28])=[CH:25][CH:24]=[CH:23][C:22]=3[CH:30]([CH3:32])[CH3:31])=[O:17])[CH2:14][CH2:13][C:12](=[O:15])[CH2:11][CH2:10]2)[CH:6]=[CH:7][CH:8]=1.[C:35]1([Li])[CH:40]=[CH:39][CH:38]=[CH:37][CH:36]=1.N. (3) The reactants are: [Cl:1][C:2]1[CH:21]=[CH:20][C:5]([CH2:6][N:7]2[C:16]3[C:11](=[CH:12][CH:13]=[CH:14][C:15]=3[C:17](O)=[O:18])[CH2:10][CH2:9][CH2:8]2)=[CH:4][CH:3]=1.Cl.[NH2:23][C@H:24]([C:26]1[CH:35]=[CH:34][C:29]([C:30]([O:32][CH3:33])=[O:31])=[CH:28][CH:27]=1)[CH3:25].CCN=C=NCCCN(C)C.Cl.C1C=CC2N(O)N=NC=2C=1. Given the product [Cl:1][C:2]1[CH:21]=[CH:20][C:5]([CH2:6][N:7]2[C:16]3[C:11](=[CH:12][CH:13]=[CH:14][C:15]=3[C:17]([NH:23][C@H:24]([C:26]3[CH:35]=[CH:34][C:29]([C:30]([O:32][CH3:33])=[O:31])=[CH:28][CH:27]=3)[CH3:25])=[O:18])[CH2:10][CH2:9][CH2:8]2)=[CH:4][CH:3]=1, predict the reactants needed to synthesize it. (4) Given the product [Si:9]([O:8][CH2:7][CH2:6][CH2:5][CH2:4][CH2:3][CH2:2][Br:1])([C:12]([CH3:15])([CH3:14])[CH3:13])([CH3:11])[CH3:10], predict the reactants needed to synthesize it. The reactants are: [Br:1][CH2:2][CH2:3][CH2:4][CH2:5][CH2:6][CH2:7][OH:8].[Si:9](Cl)([C:12]([CH3:15])([CH3:14])[CH3:13])([CH3:11])[CH3:10].C(N(CC)CC)C. (5) Given the product [ClH:4].[CH3:5][N:6]1[CH2:7][CH2:8][N:9]([C:12]([CH:14]2[CH2:31][CH2:30][C:17]3([CH2:22][CH2:21][NH:20][CH2:19][CH2:18]3)[CH2:16][CH2:15]2)=[O:13])[CH2:10][CH2:11]1, predict the reactants needed to synthesize it. The reactants are: C([Cl:4])(=O)C.[CH3:5][N:6]1[CH2:11][CH2:10][N:9]([C:12]([CH:14]2[CH2:31][CH2:30][C:17]3([CH2:22][CH2:21][N:20](C(OC(C)(C)C)=O)[CH2:19][CH2:18]3)[CH2:16][CH2:15]2)=[O:13])[CH2:8][CH2:7]1.